From a dataset of Forward reaction prediction with 1.9M reactions from USPTO patents (1976-2016). Predict the product of the given reaction. (1) The product is: [Cl:16][C:17]1[CH:22]=[C:21]([CH2:9][C:8]2[C:7]([F:6])=[CH:14][CH:13]=[CH:12][C:11]=2[F:15])[N:20]=[CH:19][N:18]=1. Given the reactants [Cl-].C[SiH](C)C.[F:6][C:7]1[CH:14]=[CH:13][CH:12]=[C:11]([F:15])[C:8]=1[CH2:9]Br.[Cl:16][C:17]1[CH:22]=[C:21](Cl)[N:20]=[CH:19][N:18]=1.O, predict the reaction product. (2) Given the reactants FC(F)(F)C(O)=O.[OH:8][C:9]1([C:18]([N:20]2[CH2:24][CH2:23][CH2:22][C@H:21]2[C:25]([O:27]C(C)(C)C)=[O:26])=[O:19])[C:17]2[CH:16]=[CH:15][N:14]=[CH:13][C:12]=2[CH2:11][CH2:10]1, predict the reaction product. The product is: [OH:8][C:9]1([C:18]([N:20]2[CH2:24][CH2:23][CH2:22][C@H:21]2[C:25]([OH:27])=[O:26])=[O:19])[C:17]2[CH:16]=[CH:15][N:14]=[CH:13][C:12]=2[CH2:11][CH2:10]1.